This data is from Catalyst prediction with 721,799 reactions and 888 catalyst types from USPTO. The task is: Predict which catalyst facilitates the given reaction. (1) Reactant: [F:1][C:2]1[CH:7]=[CH:6][C:5]([NH2:8])=[CH:4][CH:3]=1.C1N=CN([C:14](N2C=NC=C2)=[O:15])C=1.[CH2:21]([O:23][C:24](=[O:43])[CH2:25][CH2:26][C:27]1[CH:32]=[CH:31][CH:30]=[C:29]([N:33]2[C:37]([NH2:38])=[CH:36][C:35]([C:39]([CH3:42])([CH3:41])[CH3:40])=[N:34]2)[CH:28]=1)[CH3:22].O. Product: [CH2:21]([O:23][C:24](=[O:43])[CH2:25][CH2:26][C:27]1[CH:32]=[CH:31][CH:30]=[C:29]([N:33]2[C:37]([NH:38][C:14]([NH:8][C:5]3[CH:6]=[CH:7][C:2]([F:1])=[CH:3][CH:4]=3)=[O:15])=[CH:36][C:35]([C:39]([CH3:42])([CH3:41])[CH3:40])=[N:34]2)[CH:28]=1)[CH3:22]. The catalyst class is: 3. (2) The catalyst class is: 204. Reactant: [F:1][C:2]([F:33])([F:32])[C:3]1[CH:4]=[C:5]([CH:25]=[C:26]([C:28]([F:31])([F:30])[F:29])[CH:27]=1)[CH2:6][N:7]([CH3:24])[C:8](=[O:23])[C:9]1[C:14]([C:15]2[CH:20]=[CH:19][CH:18]=[CH:17][C:16]=2[CH3:21])=[CH:13][C:12](Cl)=[N:11][CH:10]=1.[CH3:34][S:35]([O-:37])=[O:36].[Na+].C(=O)(O)[O-].[Na+]. Product: [F:1][C:2]([F:33])([F:32])[C:3]1[CH:4]=[C:5]([CH:25]=[C:26]([C:28]([F:31])([F:30])[F:29])[CH:27]=1)[CH2:6][N:7]([CH3:24])[C:8](=[O:23])[C:9]1[C:14]([C:15]2[CH:20]=[CH:19][CH:18]=[CH:17][C:16]=2[CH3:21])=[CH:13][C:12]([S:35]([CH3:34])(=[O:37])=[O:36])=[N:11][CH:10]=1. (3) The catalyst class is: 7. Reactant: C(NC(C)C)(C)C.C([Li])CCC.[Br:13][C:14]1[CH:19]=[CH:18][C:17]([F:20])=[CH:16][N:15]=1.[CH2:21]([Si:23]([CH2:27][CH3:28])([CH2:25][CH3:26])Cl)[CH3:22].Cl.[Cl-].[NH4+]. Product: [Br:13][C:14]1[CH:19]=[C:18]([Si:23]([CH2:27][CH3:28])([CH2:25][CH3:26])[CH2:21][CH3:22])[C:17]([F:20])=[CH:16][N:15]=1. (4) Reactant: [C:1]([O-:4])([O-:3])=O.[K+].[K+].[NH:7]1[CH2:10][CH:9]([C:11]([OH:13])=[O:12])[CH2:8]1. Product: [C:9]([O:3][C:1]([N:7]1[CH2:10][CH:9]([C:11]([OH:13])=[O:12])[CH2:8]1)=[O:4])([CH3:11])([CH3:10])[CH3:8]. The catalyst class is: 21. (5) Reactant: Cl[CH2:2][CH:3]([CH2:27][Cl:28])[O:4][C:5]1[CH:6]=[CH:7][CH:8]=[C:9]2[C:13]=1[NH:12][N:11]=[C:10]2[S:14]([C:17]1[C:26]2[C:21](=[CH:22][CH:23]=[CH:24][CH:25]=2)[CH:20]=[CH:19][CH:18]=1)(=[O:16])=[O:15].C(N(CC)CC)C. Product: [Cl:28][CH2:27][CH:3]1[CH2:2][N:12]2[C:13]3[C:9]([C:10]([S:14]([C:17]4[C:26]5[C:21](=[CH:22][CH:23]=[CH:24][CH:25]=5)[CH:20]=[CH:19][CH:18]=4)(=[O:15])=[O:16])=[N:11]2)=[CH:8][CH:7]=[CH:6][C:5]=3[O:4]1. The catalyst class is: 18.